This data is from Forward reaction prediction with 1.9M reactions from USPTO patents (1976-2016). The task is: Predict the product of the given reaction. Given the reactants [F:1][CH:2]([F:20])[CH:3]1[C:12]2[C:7](=[CH:8][CH:9]=[CH:10][CH:11]=2)[N:6]([CH:13]([CH3:19])[C:14]([O:16]CC)=[O:15])[CH2:5][CH2:4]1.[OH-].[Na+].C(=O)(O)[O-].[Na+], predict the reaction product. The product is: [F:20][CH:2]([F:1])[CH:3]1[C:12]2[C:7](=[CH:8][CH:9]=[CH:10][CH:11]=2)[N:6]([CH:13]([CH3:19])[C:14]([OH:16])=[O:15])[CH2:5][CH2:4]1.